This data is from Full USPTO retrosynthesis dataset with 1.9M reactions from patents (1976-2016). The task is: Predict the reactants needed to synthesize the given product. (1) The reactants are: [Cl:1][C:2]1[CH:3]=[C:4]([NH:17][C:18]2[C:19]3[CH:26]=[C:25]([C:27]#[CH:28])[S:24][C:20]=3[N:21]=[CH:22][N:23]=2)[CH:5]=[CH:6][C:7]=1[O:8][CH2:9][C:10]1[CH:15]=[CH:14][CH:13]=[C:12]([F:16])[CH:11]=1.I[C:30]1[CH:35]=[CH:34][CH:33]=[CH:32][N:31]=1.C(N(CC)CC)C.N#N. Given the product [Cl:1][C:2]1[CH:3]=[C:4]([NH:17][C:18]2[C:19]3[CH:26]=[C:25]([C:27]#[C:28][C:30]4[CH:35]=[CH:34][CH:33]=[CH:32][N:31]=4)[S:24][C:20]=3[N:21]=[CH:22][N:23]=2)[CH:5]=[CH:6][C:7]=1[O:8][CH2:9][C:10]1[CH:15]=[CH:14][CH:13]=[C:12]([F:16])[CH:11]=1, predict the reactants needed to synthesize it. (2) Given the product [ClH:36].[ClH:36].[OH:1][CH:2]([C:21]1[C:30]2[C:25](=[CH:26][CH:27]=[C:28]([O:31][CH3:32])[CH:29]=2)[N:24]=[CH:23][C:22]=1[F:33])[CH2:3][CH2:4][CH:5]1[CH2:10][CH2:9][NH:8][CH2:7][CH:6]1[C:18]([O:20][CH3:38])=[O:19], predict the reactants needed to synthesize it. The reactants are: [OH:1][CH:2]([C:21]1[C:30]2[C:25](=[CH:26][CH:27]=[C:28]([O:31][CH3:32])[CH:29]=2)[N:24]=[CH:23][C:22]=1[F:33])[CH2:3][CH2:4][CH:5]1[CH2:10][CH2:9][N:8](C(OC(C)(C)C)=O)[CH2:7][CH:6]1[C:18]([OH:20])=[O:19].S(Cl)([Cl:36])=O.[CH3:38]O.